This data is from Forward reaction prediction with 1.9M reactions from USPTO patents (1976-2016). The task is: Predict the product of the given reaction. (1) Given the reactants C(OC([N:8]([CH2:27][CH:28]1[CH2:30][CH2:29]1)[C:9]1[N:10]=[CH:11][C:12]([O:15][C:16]2[CH:17]=[C:18]([CH:23]=[C:24]([OH:26])[CH:25]=2)[C:19]([O:21]C)=[O:20])=[N:13][CH:14]=1)=O)(C)(C)C.C(=O)([O-])[O-].[K+].[K+].[CH2:37](I)[CH3:38].FC(F)(F)C(O)=O, predict the reaction product. The product is: [CH:28]1([CH2:27][NH:8][C:9]2[N:10]=[CH:11][C:12]([O:15][C:16]3[CH:17]=[C:18]([CH:23]=[C:24]([O:26][CH2:37][CH3:38])[CH:25]=3)[C:19]([OH:21])=[O:20])=[N:13][CH:14]=2)[CH2:29][CH2:30]1. (2) Given the reactants [CH3:1][C:2](=[CH:8][C:9]1[CH:14]=[CH:13][C:12]([O:15][CH2:16][CH2:17][C:18]2[CH:23]=[CH:22][CH:21]=[C:20]([NH:24][CH3:25])[N:19]=2)=[CH:11][CH:10]=1)[CH2:3][C:4]([O:6]C)=[O:5].C1(C(CC2C=CC(OCCC3C=CC=C(NC)N=3)=CC=2)CC(OCC)=O)C=CC=CC=1, predict the reaction product. The product is: [CH3:1][C:2](=[CH:8][C:9]1[CH:14]=[CH:13][C:12]([O:15][CH2:16][CH2:17][C:18]2[CH:23]=[CH:22][CH:21]=[C:20]([NH:24][CH3:25])[N:19]=2)=[CH:11][CH:10]=1)[CH2:3][C:4]([OH:6])=[O:5]. (3) Given the reactants C([O:3][C:4]([C:6]12[CH2:13][C:10]([C:14](=O)[NH:15][C:16]3[C:17](=[O:30])[N:18]([CH2:27][CH2:28][CH3:29])[C:19](=[O:26])[N:20]([CH2:23][CH2:24][CH3:25])[C:21]=3[NH2:22])([CH2:11][CH2:12]1)[CH2:9][CH2:8][CH2:7]2)=[O:5])C, predict the reaction product. The product is: [O:26]=[C:19]1[N:20]([CH2:23][CH2:24][CH3:25])[C:21]2[N:22]=[C:14]([C:10]34[CH2:13][C:6]([C:4]([OH:3])=[O:5])([CH2:12][CH2:11]3)[CH2:7][CH2:8][CH2:9]4)[NH:15][C:16]=2[C:17](=[O:30])[N:18]1[CH2:27][CH2:28][CH3:29]. (4) Given the reactants NC1C=CC(C)=C(NC2O[C:11]([C:14]3[CH:21]=[CH:20][C:17]([C:18]#[N:19])=[CH:16][CH:15]=3)=[CH:12][N:13]=2)C=1.[CH3:23][O:24][C:25]1[CH:26]=[C:27]([NH:33][C:34](=[O:36])C)[CH:28]=[C:29]([O:31][CH3:32])[CH:30]=1.NC1C=CC(C)=C(NC(=O)C)C=1, predict the reaction product. The product is: [CH3:23][O:24][C:25]1[CH:26]=[C:27]([NH:33][C:34]2[O:36][C:11]([C:14]3[CH:21]=[CH:20][C:17]([C:18]#[N:19])=[CH:16][CH:15]=3)=[CH:12][N:13]=2)[CH:28]=[C:29]([O:31][CH3:32])[CH:30]=1.